This data is from Full USPTO retrosynthesis dataset with 1.9M reactions from patents (1976-2016). The task is: Predict the reactants needed to synthesize the given product. (1) Given the product [F:17][C:13]1[CH:12]=[C:11]2[C:16]([C:8]([C:5]3[CH:6]=[CH:7][C:2]4[NH:1][C:30](=[O:31])[O:27][C:3]=4[CH:4]=3)=[CH:9][N:10]2[S:18]([C:21]2[CH:26]=[CH:25][CH:24]=[CH:23][CH:22]=2)(=[O:20])=[O:19])=[CH:15][CH:14]=1, predict the reactants needed to synthesize it. The reactants are: [NH2:1][C:2]1[CH:7]=[CH:6][C:5]([C:8]2[C:16]3[C:11](=[CH:12][C:13]([F:17])=[CH:14][CH:15]=3)[N:10]([S:18]([C:21]3[CH:26]=[CH:25][CH:24]=[CH:23][CH:22]=3)(=[O:20])=[O:19])[CH:9]=2)=[CH:4][C:3]=1[OH:27].C1C[O:31][CH2:30]C1. (2) Given the product [CH3:10][O:11][C:12]1[CH:19]=[CH:18][C:15]([CH2:16][O:9][C:3]2[CH:4]=[C:5]([I:8])[CH:6]=[CH:7][C:2]=2[Cl:1])=[CH:14][CH:13]=1, predict the reactants needed to synthesize it. The reactants are: [Cl:1][C:2]1[CH:7]=[CH:6][C:5]([I:8])=[CH:4][C:3]=1[OH:9].[CH3:10][O:11][C:12]1[CH:19]=[CH:18][C:15]([CH2:16]Cl)=[CH:14][CH:13]=1.C([O-])([O-])=O.[K+].[K+].CCOCC.O. (3) Given the product [CH2:1]([C@@H:3]([N:7]1[CH2:11][CH2:10][CH2:9][CH2:8]1)/[CH:4]=[CH:5]\[CH3:6])[CH3:2], predict the reactants needed to synthesize it. The reactants are: [CH2:1]([C@@H:3]([N:7]1[CH2:11][CH2:10][CH2:9][CH2:8]1)[C:4]#[C:5][CH3:6])[CH3:2]. (4) Given the product [CH2:37]([N:39]([CH2:17][C:15]1[N:14]([S:19]([C:22]2[CH:23]=[CH:24][CH:25]=[CH:26][CH:27]=2)(=[O:20])=[O:21])[C:10]2=[N:11][CH:12]=[CH:13][C:8]([C:6]3[C:5]([C:28]4[CH:33]=[CH:32][C:31]([N+:34]([O-:36])=[O:35])=[CH:30][CH:29]=4)=[N:4][N:3]([CH2:1][CH3:2])[CH:7]=3)=[C:9]2[CH:16]=1)[CH2:40][CH2:41][OH:42])[CH3:38], predict the reactants needed to synthesize it. The reactants are: [CH2:1]([N:3]1[CH:7]=[C:6]([C:8]2[CH:13]=[CH:12][N:11]=[C:10]3[N:14]([S:19]([C:22]4[CH:27]=[CH:26][CH:25]=[CH:24][CH:23]=4)(=[O:21])=[O:20])[C:15]([CH:17]=O)=[CH:16][C:9]=23)[C:5]([C:28]2[CH:33]=[CH:32][C:31]([N+:34]([O-:36])=[O:35])=[CH:30][CH:29]=2)=[N:4]1)[CH3:2].[CH2:37]([NH:39][CH2:40][CH2:41][OH:42])[CH3:38]. (5) Given the product [C:15]([CH2:14][C:7]1[CH:8]=[C:9]([CH:12]=[CH:13][C:6]=1[I:17])[C:10]#[N:11])#[N:16], predict the reactants needed to synthesize it. The reactants are: N([O-])=O.[Na+].N[C:6]1[CH:13]=[CH:12][C:9]([C:10]#[N:11])=[CH:8][C:7]=1[CH2:14][C:15]#[N:16].[I-:17].[K+].S([O-])([O-])(=O)=S.[Na+].[Na+]. (6) The reactants are: Cl[C:2]1[CH:7]=[C:6]([CH2:8][CH2:9][OH:10])[CH:5]=[C:4]([C:11]([F:14])([F:13])[F:12])[N:3]=1.[NH2:15][CH:16]1[CH2:21][CH2:20][N:19](C(OC(C)(C)C)=O)[CH2:18][CH2:17]1.C(N(CC)C(C)C)(C)C.Cl.O1CCOCC1. Given the product [NH:19]1[CH2:20][CH2:21][CH:16]([NH:15][C:2]2[CH:7]=[C:6]([CH2:8][CH2:9][OH:10])[CH:5]=[C:4]([C:11]([F:14])([F:13])[F:12])[N:3]=2)[CH2:17][CH2:18]1, predict the reactants needed to synthesize it.